From a dataset of Reaction yield outcomes from USPTO patents with 853,638 reactions. Predict the reaction yield, written as a fraction of the theoretical maximum amount of product (1.0 means a 100% yield; for example, 0.34 means a 34% yield). The reactants are C(NC(C)C)(C)C.[Li]CCCC.[CH3:13][N:14]([CH3:27])[C:15]1[CH:16]=[CH:17][C:18]([CH3:26])=[C:19]([CH:25]=1)[C:20]([N:22]([CH3:24])C)=[O:21].[CH3:28][O:29][C:30]1[CH:31]=[C:32]([CH:35]=[CH:36][CH:37]=1)C#N. The catalyst is C1COCC1. The product is [CH3:27][N:14]([CH3:13])[C:15]1[CH:25]=[C:19]2[C:18]([CH:26]=[C:24]([C:36]3[CH:35]=[CH:32][CH:31]=[C:30]([O:29][CH3:28])[CH:37]=3)[NH:22][C:20]2=[O:21])=[CH:17][CH:16]=1. The yield is 0.200.